Dataset: Reaction yield outcomes from USPTO patents with 853,638 reactions. Task: Predict the reaction yield, written as a fraction of the theoretical maximum amount of product (1.0 means a 100% yield; for example, 0.34 means a 34% yield). (1) The reactants are C([O:4][CH2:5][C:6]1[N:22]=[CH:21][C:9]2[O:10][CH2:11][CH2:12][N:13]([C:14]([O:16][C:17]([CH3:20])([CH3:19])[CH3:18])=[O:15])[C:8]=2[CH:7]=1)(=O)C.[OH-].[Na+]. The yield is 1.05. The product is [OH:4][CH2:5][C:6]1[N:22]=[CH:21][C:9]2[O:10][CH2:11][CH2:12][N:13]([C:14]([O:16][C:17]([CH3:18])([CH3:20])[CH3:19])=[O:15])[C:8]=2[CH:7]=1. The catalyst is O1CCOCC1.O. (2) The reactants are C([O-])([O-])=O.[Cs+].[Cs+].[Br:7][C:8]1[CH:13]=[CH:12][C:11]([CH:14]([OH:19])[C:15]([F:18])([F:17])[F:16])=[C:10]([F:20])[CH:9]=1.[NH2:21][C:22]1[N:27]=[C:26]([C:28]2[CH:33]=[CH:32][C:31]([CH2:34][C@H:35]([NH:39][C:40]([O:42][C:43]([CH3:46])([CH3:45])[CH3:44])=[O:41])[C:36]([OH:38])=[O:37])=[CH:30][CH:29]=2)[CH:25]=[C:24](Cl)[N:23]=1.O. The catalyst is O1CCOCC1.C(OCC)(=O)C. The product is [NH2:21][C:22]1[N:27]=[C:26]([C:28]2[CH:33]=[CH:32][C:31]([CH2:34][C@H:35]([NH:39][C:40]([O:42][C:43]([CH3:46])([CH3:45])[CH3:44])=[O:41])[C:36]([OH:38])=[O:37])=[CH:30][CH:29]=2)[CH:25]=[C:24]([O:19][CH:14]([C:11]2[CH:12]=[CH:13][C:8]([Br:7])=[CH:9][C:10]=2[F:20])[C:15]([F:18])([F:17])[F:16])[N:23]=1. The yield is 0.820. (3) The reactants are Br[C:2]1[N:6]([CH:7]([CH:9]2[CH2:14][CH2:13][CH2:12][CH2:11][CH2:10]2)C)[C:5]([CH3:15])=[C:4]([C:16]([O:18][CH2:19][CH3:20])=[O:17])[CH:3]=1.[OH:21][C:22]1[CH:27]=[CH:26][C:25](B2OC(C)(C)C(C)(C)O2)=[CH:24][C:23]=1[C:37](=[O:39])[CH3:38].C([O-])([O-])=O.[Cs+].[Cs+]. The catalyst is O1CCOCC1.O.C1C=CC(P(C2C=CC=CC=2)[C-]2C=CC=C2)=CC=1.C1C=CC(P(C2C=CC=CC=2)[C-]2C=CC=C2)=CC=1.Cl[Pd]Cl.[Fe+2]. The product is [C:37]([C:23]1[CH:24]=[C:25]([C:2]2[N:6]([CH2:7][CH:9]3[CH2:10][CH2:11][CH2:12][CH2:13][CH2:14]3)[C:5]([CH3:15])=[C:4]([C:16]([O:18][CH2:19][CH3:20])=[O:17])[CH:3]=2)[CH:26]=[CH:27][C:22]=1[OH:21])(=[O:39])[CH3:38]. The yield is 0.650. (4) The catalyst is CCCCCC.O1CCCC1. The product is [CH:10]1[C:9]2[N:8]([C:5]3[CH:4]=[CH:3][C:2]([B:26]([OH:29])[OH:27])=[CH:7][CH:6]=3)[C:20]3[C:15](=[CH:16][CH:17]=[CH:18][CH:19]=3)[C:14]=2[CH:13]=[CH:12][CH:11]=1. The reactants are Br[C:2]1[CH:7]=[CH:6][C:5]([N:8]2[C:20]3[CH:19]=[CH:18][CH:17]=[CH:16][C:15]=3[C:14]3[C:9]2=[CH:10][CH:11]=[CH:12][CH:13]=3)=[CH:4][CH:3]=1.C([Li])CCC.[B:26](OC)([O:29]C)[O:27]C.Cl. The yield is 0.660. (5) The product is [N+:9]([C:6]1[C:7]([NH2:8])=[C:2]([C:14]2[CH:13]=[N:12][CH:17]=[CH:16][CH:15]=2)[CH:3]=[N:4][CH:5]=1)([O-:11])=[O:10]. The catalyst is Cl[Pd](Cl)([P](C1C=CC=CC=1)(C1C=CC=CC=1)C1C=CC=CC=1)[P](C1C=CC=CC=1)(C1C=CC=CC=1)C1C=CC=CC=1.O1CCOCC1. The reactants are Br[C:2]1[CH:3]=[N:4][CH:5]=[C:6]([N+:9]([O-:11])=[O:10])[C:7]=1[NH2:8].[N:12]1[CH:17]=[CH:16][CH:15]=[C:14](B(O)O)[CH:13]=1.C([O-])([O-])=O.[Na+].[Na+]. The yield is 0.870.